Dataset: Human Reference Interactome with 51,813 positive PPI pairs across 8,248 proteins, plus equal number of experimentally-validated negative pairs. Task: Binary Classification. Given two protein amino acid sequences, predict whether they physically interact or not. (1) Protein 1 (ENSG00000221978) has sequence MAAAAAAAGAAGSAAPAAAAGAPGSGGAPSGSQGVLIGDRLYSGVLITLENCLLPDDKLRFTPSMSSGLDTDTETDLRVVGCELIQAAGILLRLPQVRARPRASGPGGHGYRAGVVPAVLLYQVLREALHGACVNGLCPPGFQDRRGPKTHTGRHQCVSPPSTAERQKEARASTTGSRLC*MNDSLRTDVFVRFQPESIACACIYLAARTLEIPLPNRPHWFLLFGATEEEIQEICLKILQLYARKKVDLTHLEGEVEKRKHAIEEGPSPGPVAWGHTGAGWYLGVLSCPQAGCWDYSLE.... Protein 2 (ENSG00000147364) has sequence MEKYSIMKSMNMHRKKGKRTILEMTQILKRHGYCTLGEAFNRLDFSSAIQDIRRFNYVVKLLQLIAKSQLTSLSGVAQKNYFNILDKIVQKVLDDHHNPRLIKDLLQDLSSTLCILIRGVGKSVLVGNINIWICRLETILAWQQQLQDLQMTKQVNNGLTLSDLPLHMLNNILYRFSDGWDIITLGQVTPTLYMLSEDRQLWKKLCQYHFAEKQFCRHLILSEKGHIEWKLMYFALQKHYPAKEQYGDTLHFCRHCSILFWKDSGHPCTAADPDSCFTPVSPQHFIDLFKF*MPFLGQDW.... Result: 0 (the proteins do not interact). (2) Protein 1 (ENSG00000135362) has sequence MTRGFAPILPVEFHKMGSFRRPRPRFMSSPVLSDLPRFQAARQALQLSSSSAWNSVQTAVINVFKGGGLQSNELYALNENIRRLLKSELGSFITDYFQNQLLAKGLFFVEEKIKLCEGENRIEVLAEVWDHFFTETLPTLQAIFYPVQGQELTIRQISLLGFRDLVLLKVKLGDLLLLAQSKLPSSIVQMLLILQSVHEPTGPSESYLQLEELVKQVVSPFLGISGDRSFSGPTYTLARRHSRVRPKVTVLNYASPITAVSRPLNEMVLTPLTEQEGEAYLEKCGSVRRHTVANAHSDIQ.... Protein 2 (ENSG00000156298) has sequence MASRRMETKPVITCLKTLLIIYSFVFWKEKAAGFCGRQDVAMALITGVILLAVGVWGKLTLGTYISLIAENSTNAPYVLIGTGTTIVVFGLFGCFATCRGSPWMLKLYAMFLSLVFLAELVAGISGFVFRHEIKDTFLRTYTDAMQTYNGNDERSRAVDHVQRSLSCCGVQNYTNWSTSPYFLEHGIPPSCCMNETDCNPQDLHNLTVAATKVNQKGCYDLVTSFMETNMGIIAGVAFGIAFSQLIGMLLACCLSRFITANQYEMV*MASRRMETKPVITCLKTLLIIYSFVFWITGVIL.... Result: 0 (the proteins do not interact). (3) Protein 1 (ENSG00000215271) has sequence MVRGWEPPPGLDCAISEGHKSEGTMPPNKEASGLSSSPAGLICLPPISEELQLVWTQAAQTSELDSNEHLLKTFSYFPYPSLADIALLCLRYGLQMEKVKTWFMAQRLRCGISWSSEEIEETRARVVYRRDQLHFKSLLSFTHHAGRPPEEVPPPPVPAPEQVGIGIGPPTLSKPTQTKGLKVEPEEPSQMPPLPQSHQKLKESLMTPGSGAFPYQSDFWQHLQSSGLSKEQAGRGPNQSHGIGTASWNHSTTVPQPQARDKPPPIALIASSCKEESASSVTPSSSSTSSSFQVLANGAT.... Protein 2 (ENSG00000148481) has sequence MSELTKELMELVWGTKSSPGLSDTIFCRWTQGFVFSESEGSALEQFEGGPCAVIAPVQAFLLKKLLFSSEKSSWRDCSEEEQKELLCHTLCDILESACCDHSGSYCLVSWLRGKTTEETASISGSPAESSCQVEHSSALAVEELGFERFHALIQKRSFRSLPELKDAVLDQYSMWGNKFGVLLFLYSVLLTKGIENIKNEIEDASEPLIDPVYGHGSQSLINLLLTGHAVSNVWDGDRECSGMKLLGIHEQAAVGFLTLMEALRYCKVGSYLKSPKFPIWIVGSETHLTVFFAKDMALVA.... Result: 0 (the proteins do not interact). (4) Protein 1 (ENSG00000136514) has sequence MVVDFWTWEQTFQELIQEAKPRATWTLKLDGNLQLDCLAQGWKQYQQRAFGWFRCSSCQRSWASAQVQILCHTYWEHWTSQGQVRMRLFGQRCQKCSWSQYEMPEFSSDSTMRILSNLVQHILKKYYGNGTRKSPEMPVILEVSLEGSHDTANCEACTLGICGQGLKSCMTKPSKSLLPHLKTGNSSPGIGAVYLANQAKNQSAEAKEAKGSGYEKLGPSRDPDPLNICVFILLLVFIVVKCFTSE*. Protein 2 (ENSG00000123119) has sequence MEDSQETSPSSNNSSEELSSALHLSKGMSIFLDILRRADKNDDGKLSFEEFKAYFADGVLSGEELHELFHTIDTHNTNNLDTEELCEYFSQHLGEYENVLAALEDLNLSILKAMGKTKKDYQEASNLEQFVTRFLLKETLNQLQSLQNSLECAMETTEEQTRQERQGPAKPEVLSIQWPGKRSSRRVQRHNSFSPNSPQFNVSGPGLLEEDNQWMTQINRLQKLIDRLEKKDLKLEPPEEEIIEGNTKSHIMLVQRQMSVIEEDLEEFQLALKHYVESASSQSGCLRISIQKLSNESRYM.... Result: 0 (the proteins do not interact). (5) Protein 1 (ENSG00000172531) has sequence MSDSEKLNLDSIIGRLLEGSRVLTPHCAPVQGSRPGKNVQLTENEIRGLCLKSREIFLSQPILLELEAPLKICGDIHGQYYDLLRLFEYGGFPPESNYLFLGDYVDRGKQSLETICLLLAYKIKYPENFFLLRGNHECASINRIYGFYDECKRRYNIKLWKTFTDCFNCLPIAAIVDEKIFCCHGGLSPDLQSMEQIRRIMRPTDVPDQGLLCDLLWSDPDKDVQGWGENDRGVSFTFGAEVVAKFLHKHDLDLICRAHQVVEDGYEFFAKRQLVTLFSAPNYCGEFDNAGAMMSVDETL.... Protein 2 (ENSG00000176058) has sequence NSFTVHPRGLHRGAGARLLSNGHSAPEPRAGPANRLAGSPPGSGQWKPKVESGDPSLHPPPSPGTPSATPASPPASATPSQRQCVSAATSTNDSFEIRPAPKPVMETIPLGDLQARALASLRANSRNSFMVIPKSKASGAPPPEGRQSVELPKGDLGPASPSQELGSQPVPGGDGAPALGKSPLEVEAQWAVEEGACPRTATALADRAIRWQRPSSPPPFLPAASEEAEPAEGLRVPGLAKNSREYVRPGLPVTFIDEVDSEEAPQAAKLPYLPHPARPLHPARPGCVAELQPRGSNTFT.... Result: 1 (the proteins interact). (6) Protein 1 (ENSG00000133731) has sequence MADPWQECMDYAVTLARQAGEVVCEAIKNEMNVMLKSSPVDLVTATDQKVEKMLISSIKEKYPSHSFIGEESVAAGEKSILTDNPTWIIDPIDGTTNFVHRFPFVAVSIGFAVNKKIEFGVVYSCVEGKMYTARKGKGAFCNGQKLQVSQQEDITKSLLVTELGSSRTPETVRMVLSNMEKLFCIPVHGIRSVGTAAVNMCLVATGGADAYYEMGIHCWDVAGAGIIVTEAGGVLMDVTGGPFDLMSRRVIAANNRILAERIAKEIQVIPLQRDDED*MADPWQECMDYAVTLARQAGEV.... Protein 2 (ENSG00000159596) has sequence MLRFIQKFSQASSKILKYSFPVGLRTSRTDILSLKMSLQQNFSPCPRPWLSSSFPAYMSKTQCYHTSPCSFKKQQKQALLARPSSTITYLTDSPKPALCVTLAGLIPFVAPPLVMLMTKTYIPILAFTQMAYGASFLSFLGGIRWGFALPEGSPAKPDYLNLASSAAPLFFSWFAFLISERLSEAIVTVIMGMGVAFHLELFLLPHYPNWFKALRIVVTLLATFSFIITLVVKSSFPEKGHKRPGQV*. Result: 0 (the proteins do not interact). (7) Protein 1 (ENSG00000125571) has sequence MSFVGENSGVKMGSEDWEKDEPQCCLEDPAGSPLEPGPSLPTMNFVHTSPKVKNLNPKKFSIHDQDHKVLVLDSGNLIAVPDKNYIRPEIFFALASSLSSASAEKGSPILLGVSKGEFCLYCDKDKGQSHPSLQLKKEKLMKLAAQKESARRPFIFYRAQVGSWNMLESAAHPGWFICTSCNCNEPVGVTDKFENRKHIEFSFQPVCKAEMSPSEVSD*MSGCDRRETETKGKNSFKKRLRGPKVKNLNPKKFSIHDQDHKVLVLDSGNLIAVPDKNYIRPEIFFALASSLSSASAEKGS.... Protein 2 (ENSG00000167635) has sequence MSHLSQQRIYSGENPFACKVCGKVFSHKSNLTEHEHFHTREKPFECNECGKAFSQKQYVIKHQNTHTGEKLFECNECGKSFSQKENLLTHQKIHTGEKPFECKDCGKAFIQKSNLIRHQRTHTGEKPFVCKECGKTFSGKSNLTEHEKIHIGEKPFKCSECGTAFGQKKYLIKHQNIHTGEKPYECNECGKAFSQRTSLIVHVRIHSGDKPYECNVCGKAFSQSSSLTVHVRSHTGEKPYGCNECGKAFSQFSTLALHLRIHTGKKPYQCSECGKAFSQKSHHIRHQKIHTH*. Result: 0 (the proteins do not interact).